This data is from Full USPTO retrosynthesis dataset with 1.9M reactions from patents (1976-2016). The task is: Predict the reactants needed to synthesize the given product. (1) Given the product [C:1]([CH2:3][CH2:4][CH2:5][CH:6]1[CH2:7][CH2:8][N:9]([C:12]([O:14][C:15]([CH3:18])([CH3:17])[CH3:16])=[O:13])[CH2:10][CH2:11]1)#[N:2], predict the reactants needed to synthesize it. The reactants are: [C:1](/[CH:3]=[CH:4]/[CH2:5][CH:6]1[CH2:11][CH2:10][N:9]([C:12]([O:14][C:15]([CH3:18])([CH3:17])[CH3:16])=[O:13])[CH2:8][CH2:7]1)#[N:2].C(/C=C\CC1CCN(C(OC(C)(C)C)=O)CC1)#N. (2) Given the product [Cl:40][C:5]1[C:4]2[C:9](=[CH:10][CH:11]=[C:2]([C:27]([C:24]3[CH:23]=[CH:22][C:21]([Cl:20])=[CH:26][CH:25]=3)([C:29]3[N:33]([CH3:34])[CH:32]=[N:31][CH:30]=3)[OH:28])[CH:3]=2)[N:8]=[CH:7][C:6]=1[C:13]1[CH:18]=[CH:17][CH:16]=[CH:15][CH:14]=1, predict the reactants needed to synthesize it. The reactants are: Br[C:2]1[CH:3]=[C:4]2[C:9](=[CH:10][CH:11]=1)[NH:8][C:7](=O)[C:6]([C:13]1[CH:18]=[CH:17][CH:16]=[CH:15][CH:14]=1)=[C:5]2O.[Cl:20][C:21]1[CH:26]=[CH:25][C:24]([C:27]([C:29]2[N:33]([CH3:34])[CH:32]=[N:31][CH:30]=2)=[O:28])=[CH:23][CH:22]=1.[Li]CCCC.[ClH:40].